Binary Classification. Given a drug SMILES string, predict its activity (active/inactive) in a high-throughput screening assay against a specified biological target. From a dataset of Serine/threonine kinase 33 screen with 319,792 compounds. The molecule is Clc1ccc(NC(=O)Cc2n(c(SCC(=O)N3CCOCC3)nn2)CC)cc1. The result is 0 (inactive).